Dataset: Catalyst prediction with 721,799 reactions and 888 catalyst types from USPTO. Task: Predict which catalyst facilitates the given reaction. (1) Reactant: [Br:1][C:2]1[C:3](Cl)=[N:4][C:5]([Cl:8])=[N:6][CH:7]=1.[CH:10]([NH:13][C:14]([C@H:16]1[CH2:20][CH2:19][CH2:18][C@H:17]1[NH2:21])=[O:15])([CH3:12])[CH3:11].CCN(C(C)C)C(C)C.CO. Product: [CH:10]([NH:13][C:14]([C@H:16]1[CH2:20][CH2:19][CH2:18][C@H:17]1[NH:21][C:3]1[C:2]([Br:1])=[CH:7][N:6]=[C:5]([Cl:8])[N:4]=1)=[O:15])([CH3:12])[CH3:11]. The catalyst class is: 51. (2) Reactant: [CH:1]([N:4]1[C:9](=[O:10])[CH:8]=[CH:7][C:6]([C:11]2[CH:16]=[CH:15][C:14](=[O:17])[NH:13][C:12]=2[C:18]2[CH:23]=[CH:22][CH:21]=[CH:20][CH:19]=2)=[N:5]1)([CH3:3])[CH3:2].C([O-])([O-])=O.[K+].[K+].I[CH2:31][C:32]([NH2:34])=[O:33]. Product: [CH:1]([N:4]1[C:9](=[O:10])[CH:8]=[CH:7][C:6]([C:11]2[CH:16]=[CH:15][C:14]([O:17][CH2:31][C:32]([NH2:34])=[O:33])=[N:13][C:12]=2[C:18]2[CH:19]=[CH:20][CH:21]=[CH:22][CH:23]=2)=[N:5]1)([CH3:3])[CH3:2]. The catalyst class is: 21. (3) Reactant: [C:1]([C:4]1[O:5][C:6]2[CH:12]=[C:11]([C:13]([O:15]C)=[O:14])[CH:10]=[CH:9][C:7]=2[CH:8]=1)(=[O:3])[CH3:2].[OH-].[Na+]. Product: [C:1]([C:4]1[O:5][C:6]2[CH:12]=[C:11]([C:13]([OH:15])=[O:14])[CH:10]=[CH:9][C:7]=2[CH:8]=1)(=[O:3])[CH3:2]. The catalyst class is: 24. (4) Reactant: [CH3:1][O-].[Na+].[I:4][C:5]1[CH:11]=[CH:10][C:8]([NH2:9])=[C:7]([CH3:12])[C:6]=1[CH3:13].C=O.[BH4-].[Na+].[OH-].[Na+]. Product: [I:4][C:5]1[CH:11]=[CH:10][C:8]([NH:9][CH3:1])=[C:7]([CH3:12])[C:6]=1[CH3:13]. The catalyst class is: 5.